The task is: Predict the product of the given reaction.. This data is from Forward reaction prediction with 1.9M reactions from USPTO patents (1976-2016). (1) Given the reactants Br.[Br:2][C:3]1[CH:30]=[CH:29][CH:28]=[CH:27][C:4]=1[CH2:5][N:6]1[C:10]2[CH:11]=[CH:12][CH:13]=[CH:14][C:9]=2[N:8]([CH2:15][CH2:16][CH2:17][O:18][C:19]2[CH:24]=[CH:23][C:22]([F:25])=[CH:21][CH:20]=2)[C:7]1=[NH:26].C([O-])([O-])=O.[Na+].[Na+].[C:37](O[C:37]([O:39][C:40]([CH3:43])([CH3:42])[CH3:41])=[O:38])([O:39][C:40]([CH3:43])([CH3:42])[CH3:41])=[O:38], predict the reaction product. The product is: [C:40]([O:39][C:37](=[O:38])[N:26]=[C:7]1[N:6]([CH2:5][C:4]2[CH:27]=[CH:28][CH:29]=[CH:30][C:3]=2[Br:2])[C:10]2[CH:11]=[CH:12][CH:13]=[CH:14][C:9]=2[N:8]1[CH2:15][CH2:16][CH2:17][O:18][C:19]1[CH:20]=[CH:21][C:22]([F:25])=[CH:23][CH:24]=1)([CH3:43])([CH3:42])[CH3:41]. (2) Given the reactants C(OC([N:11]1[CH2:16][CH2:15][CH2:14][CH:13]([C:17]2[NH:21][N:20]=[N:19][N:18]=2)[CH2:12]1)=O)C1C=CC=CC=1.[H][H], predict the reaction product. The product is: [NH:21]1[C:17]([CH:13]2[CH2:14][CH2:15][CH2:16][NH:11][CH2:12]2)=[N:18][N:19]=[N:20]1.